Dataset: Full USPTO retrosynthesis dataset with 1.9M reactions from patents (1976-2016). Task: Predict the reactants needed to synthesize the given product. (1) Given the product [ClH:30].[NH2:7][C@@H:8]1[CH2:28][C:11]2[N:12]([CH2:21][C:22]3[CH:27]=[CH:26][CH:25]=[CH:24][N:23]=3)[C:13]3[CH:14]=[CH:15][C:16]([C:19]#[N:20])=[CH:17][C:18]=3[C:10]=2[CH2:9]1, predict the reactants needed to synthesize it. The reactants are: C(OC(=O)[NH:7][C@@H:8]1[CH2:28][C:11]2[N:12]([CH2:21][C:22]3[CH:27]=[CH:26][CH:25]=[CH:24][N:23]=3)[C:13]3[CH:14]=[CH:15][C:16]([C:19]#[N:20])=[CH:17][C:18]=3[C:10]=2[CH2:9]1)(C)(C)C.[ClH:30].[OH-].[Na+]. (2) Given the product [I:1][C:2]1[CH:7]=[CH:6][C:5]([CH:8]2[CH:17]([C:18]3[CH:19]=[CH:20][C:21]([O:24][CH:25]4[CH2:30][CH2:29][CH2:28][CH2:27][O:26]4)=[CH:22][CH:23]=3)[C:16]([CH3:39])([OH:31])[C:15]3[C:10](=[CH:11][C:12]([O:32][CH:33]4[CH2:38][CH2:37][CH2:36][CH2:35][O:34]4)=[CH:13][CH:14]=3)[O:9]2)=[CH:4][CH:3]=1, predict the reactants needed to synthesize it. The reactants are: [I:1][C:2]1[CH:7]=[CH:6][C:5]([CH:8]2[CH:17]([C:18]3[CH:23]=[CH:22][C:21]([O:24][CH:25]4[CH2:30][CH2:29][CH2:28][CH2:27][O:26]4)=[CH:20][CH:19]=3)[C:16](=[O:31])[C:15]3[C:10](=[CH:11][C:12]([O:32][CH:33]4[CH2:38][CH2:37][CH2:36][CH2:35][O:34]4)=[CH:13][CH:14]=3)[O:9]2)=[CH:4][CH:3]=1.[CH3:39][Mg]Cl.